The task is: Predict the product of the given reaction.. This data is from Forward reaction prediction with 1.9M reactions from USPTO patents (1976-2016). (1) Given the reactants [CH2:1]([NH:8][C@H:9]([C:13]1[CH:18]=[CH:17][CH:16]=[CH:15][CH:14]=1)[C@@H:10]([OH:12])[CH3:11])[C:2]1[CH:7]=[CH:6][CH:5]=[CH:4][CH:3]=1.C(N(CC)CC)C.[Cl:26][CH2:27][C:28](Cl)=[O:29], predict the reaction product. The product is: [CH2:1]([N:8]([C@H:9]([C:13]1[CH:18]=[CH:17][CH:16]=[CH:15][CH:14]=1)[C@@H:10]([OH:12])[CH3:11])[C:28](=[O:29])[CH2:27][Cl:26])[C:2]1[CH:3]=[CH:4][CH:5]=[CH:6][CH:7]=1. (2) Given the reactants Cl[C:2]1[CH:7]=[C:6]([O:8][CH:9]2[CH2:13][CH2:12][CH2:11][CH2:10]2)[N:5]=[C:4]2[CH2:14][CH2:15][CH2:16][C:3]=12.[NH2:17][C:18]1[CH:23]=[CH:22][C:21]([CH2:24][C:25]([O:27][CH2:28][CH3:29])=[O:26])=[CH:20][CH:19]=1, predict the reaction product. The product is: [CH:9]1([O:8][C:6]2[N:5]=[C:4]3[CH2:14][CH2:15][CH2:16][C:3]3=[C:2]([NH:17][C:18]3[CH:19]=[CH:20][C:21]([CH2:24][C:25]([O:27][CH2:28][CH3:29])=[O:26])=[CH:22][CH:23]=3)[CH:7]=2)[CH2:13][CH2:12][CH2:11][CH2:10]1. (3) Given the reactants [C:1]([O:5][C:6]([N:8]1[CH2:13][CH2:12][CH:11]([OH:14])[CH2:10][CH2:9]1)=[O:7])([CH3:4])([CH3:3])[CH3:2].C(C=P(CCCC)(CCCC)CCCC)#N.[Cl:31][C:32]1[C:33](O)=[CH:34][C:35]([O:42][CH3:43])=[C:36]([CH:41]=1)[C:37]([O:39][CH3:40])=[O:38].[Cl-].[Na+], predict the reaction product. The product is: [Cl:31][C:32]1[CH:41]=[C:36]([C:37]([O:39][CH3:40])=[O:38])[C:35]([O:42][CH3:43])=[CH:34][C:33]=1[O:14][CH:11]1[CH2:12][CH2:13][N:8]([C:6]([O:5][C:1]([CH3:4])([CH3:2])[CH3:3])=[O:7])[CH2:9][CH2:10]1.